Dataset: Buchwald-Hartwig C-N cross coupling reaction yields with 55,370 reactions. Task: Predict the reaction yield, written as a fraction of the theoretical maximum amount of product (1.0 means a 100% yield; for example, 0.34 means a 34% yield). The reactants are Clc1cccnc1.Cc1ccc(N)cc1.O=S(=O)(O[Pd]1c2ccccc2-c2ccccc2N~1)C(F)(F)F.CC(C)c1cc(C(C)C)c(-c2ccccc2P(C2CCCCC2)C2CCCCC2)c(C(C)C)c1.CCN=P(N=P(N(C)C)(N(C)C)N(C)C)(N(C)C)N(C)C.Cc1cc(-n2cccc2)no1. No catalyst specified. The product is Cc1ccc(Nc2cccnc2)cc1. The yield is 0.388.